Predict the product of the given reaction. From a dataset of Forward reaction prediction with 1.9M reactions from USPTO patents (1976-2016). (1) Given the reactants [CH3:1][O:2][CH2:3][CH2:4][O:5][C:6]1[CH:7]=[C:8]2[C:12](=[C:13]([N:15]([CH3:25])[S:16]([C:19]3[CH:24]=[CH:23][CH:22]=[CH:21][N:20]=3)(=[O:18])=[O:17])[CH:14]=1)[NH:11][C:10]([C:26]1[S:27][CH:28]([CH2:31][C:32]([OH:34])=O)[CH2:29][N:30]=1)=[CH:9]2.Cl.C[N:37](C)CCCN=C=NCC.CN(C)C=O, predict the reaction product. The product is: [CH3:1][O:2][CH2:3][CH2:4][O:5][C:6]1[CH:7]=[C:8]2[C:12](=[C:13]([N:15]([CH3:25])[S:16]([C:19]3[CH:24]=[CH:23][CH:22]=[CH:21][N:20]=3)(=[O:17])=[O:18])[CH:14]=1)[NH:11][C:10]([C:26]1[S:27][CH:28]([CH2:31][C:32]([NH2:37])=[O:34])[CH2:29][N:30]=1)=[CH:9]2. (2) Given the reactants C(NC1N=C2C(N=C(OC)N2CCCC2CCOC2)=C(N)N=1)CCC.FC(F)(F)C(O)=O.[CH:33]1([CH2:36][CH2:37][O:38][C:39]2[NH:40][C:41]([NH2:50])=[C:42]3[C:46]([N:47]=2)=[N:45][C:44]([O:48][CH3:49])=[N:43]3)[CH2:35][CH2:34]1.Br[CH2:52][CH2:53][CH2:54][CH:55]1[CH2:59][CH2:58][CH2:57][O:56]1, predict the reaction product. The product is: [CH:33]1([CH2:36][CH2:37][O:38][C:39]2[N:47]=[C:46]3[C:42]([N:43]=[C:44]([O:48][CH3:49])[N:45]3[CH2:52][CH2:53][CH2:54][CH:55]3[CH2:59][CH2:58][CH2:57][O:56]3)=[C:41]([NH2:50])[N:40]=2)[CH2:35][CH2:34]1. (3) Given the reactants [N:1]1([C:7]2[C:8]3[N:22]=[N:21][N:20]([CH2:23][CH2:24][N:25]4[CH2:30][CH2:29][NH:28][CH2:27][CH2:26]4)[C:9]=3[N:10]=[C:11]([C:13]3[CH:14]=[C:15]([OH:19])[CH:16]=[CH:17][CH:18]=3)[N:12]=2)[CH2:6][CH2:5][O:4][CH2:3][CH2:2]1.CCN(CC)CC.[C:38]1([CH2:44][C:45](Cl)=[O:46])[CH:43]=[CH:42][CH:41]=[CH:40][CH:39]=1, predict the reaction product. The product is: [N:1]1([C:7]2[C:8]3[N:22]=[N:21][N:20]([CH2:23][CH2:24][N:25]4[CH2:26][CH2:27][N:28]([C:45](=[O:46])[CH2:44][C:38]5[CH:43]=[CH:42][CH:41]=[CH:40][CH:39]=5)[CH2:29][CH2:30]4)[C:9]=3[N:10]=[C:11]([C:13]3[CH:14]=[C:15]([OH:19])[CH:16]=[CH:17][CH:18]=3)[N:12]=2)[CH2:2][CH2:3][O:4][CH2:5][CH2:6]1. (4) Given the reactants [C:1]1(=[O:11])[O:6][C:4](=O)[C:3]2=[CH:7][CH:8]=[CH:9][CH:10]=[C:2]12.[CH3:12][O:13][C:14]1[N:15]=[C:16]2[C:25](=[CH:26][CH:27]=1)[N:24]=[CH:23][C:22]1[O:21][CH2:20][CH:19]([C@H:28]3[CH2:33][CH2:32][C@H:31]([NH2:34])[CH2:30][CH2:29]3)[NH:18][C:17]2=1, predict the reaction product. The product is: [CH3:12][O:13][C:14]1[N:15]=[C:16]2[C:25](=[CH:26][CH:27]=1)[N:24]=[CH:23][C:22]1[O:21][CH2:20][CH:19]([C@H:28]3[CH2:33][CH2:32][C@H:31]([N:34]4[C:1](=[O:11])[C:2]5[C:3](=[CH:7][CH:8]=[CH:9][CH:10]=5)[C:4]4=[O:6])[CH2:30][CH2:29]3)[NH:18][C:17]2=1. (5) Given the reactants [CH2:1]([O:3][C:4](=[O:17])[C:5]1[CH:10]=[C:9]([S:11][CH2:12][C:13](=O)[CH3:14])[CH:8]=[CH:7][C:6]=1[CH3:16])[CH3:2].Cl.[Cl:19][C:20]1[C:21]([F:28])=[C:22]([NH:26]N)[CH:23]=[CH:24][CH:25]=1, predict the reaction product. The product is: [CH2:1]([O:3][C:4](=[O:17])[C:5]1[CH:10]=[C:9]([S:11][C:12]2[C:23]3[C:22](=[C:21]([F:28])[C:20]([Cl:19])=[CH:25][CH:24]=3)[NH:26][C:13]=2[CH3:14])[CH:8]=[CH:7][C:6]=1[CH3:16])[CH3:2]. (6) Given the reactants [C:1]([O:5][C:6]([NH:8][CH:9]([CH:19](OS(C)(=O)=O)[CH3:20])[CH2:10][O:11][Si:12]([C:15]([CH3:18])([CH3:17])[CH3:16])([CH3:14])[CH3:13])=[O:7])([CH3:4])([CH3:3])[CH3:2].[N-:26]=[N+:27]=[N-:28].[Na+].C1OCCOCCOCCOCCOC1.CCOC(C)=O, predict the reaction product. The product is: [N:26]([CH:19]([CH3:20])[CH:9]([NH:8][C:6]([O:5][C:1]([CH3:4])([CH3:3])[CH3:2])=[O:7])[CH2:10][O:11][Si:12]([C:15]([CH3:18])([CH3:17])[CH3:16])([CH3:14])[CH3:13])=[N+:27]=[N-:28]. (7) Given the reactants [C:1]([S:5]([NH:8][S:9](F)(=[O:11])=[O:10])(=[O:7])=[O:6])([F:4])([F:3])[F:2].FC(F)(F)S(N)(=O)=O.S(Cl)([Cl:23])=O.ClS(O)(=O)=O, predict the reaction product. The product is: [C:1]([S:5]([NH:8][S:9]([Cl:23])(=[O:11])=[O:10])(=[O:7])=[O:6])([F:4])([F:3])[F:2]. (8) Given the reactants [CH2:1]([N:3]1[CH:7]=[C:6]([C:8]2[CH:13]=[CH:12][N:11]=[C:10]3[N:14]([S:25]([C:28]4[CH:33]=[CH:32][CH:31]=[CH:30][CH:29]=4)(=[O:27])=[O:26])[C:15]([C:17]4[CH:18]=[C:19]([CH:22]=[CH:23][CH:24]=4)[CH:20]=O)=[CH:16][C:9]=23)[C:5]([C:34]2[CH:39]=[CH:38][C:37]([N+:40]([O-:42])=[O:41])=[CH:36][CH:35]=2)=[N:4]1)[CH3:2].[NH:43]1[CH2:47][CH2:46][CH2:45][CH2:44]1, predict the reaction product. The product is: [CH2:1]([N:3]1[CH:7]=[C:6]([C:8]2[CH:13]=[CH:12][N:11]=[C:10]3[N:14]([S:25]([C:28]4[CH:29]=[CH:30][CH:31]=[CH:32][CH:33]=4)(=[O:27])=[O:26])[C:15]([C:17]4[CH:24]=[CH:23][CH:22]=[C:19]([CH2:20][N:43]5[CH2:47][CH2:46][CH2:45][CH2:44]5)[CH:18]=4)=[CH:16][C:9]=23)[C:5]([C:34]2[CH:35]=[CH:36][C:37]([N+:40]([O-:42])=[O:41])=[CH:38][CH:39]=2)=[N:4]1)[CH3:2]. (9) Given the reactants [F:1][C:2]1[CH:16]=[CH:15][C:5]([CH2:6][NH:7][C:8](=[O:14])[O:9][C:10]([CH3:13])([CH3:12])[CH3:11])=[C:4](I)[CH:3]=1.CN.C(N(C(C)C)CC)(C)C.[CH3:29][N:30]([CH:32]=[O:33])C, predict the reaction product. The product is: [F:1][C:2]1[CH:16]=[CH:15][C:5]([CH2:6][NH:7][C:8](=[O:14])[O:9][C:10]([CH3:13])([CH3:12])[CH3:11])=[C:4]([C:32]([NH:30][CH3:29])=[O:33])[CH:3]=1. (10) Given the reactants [CH3:1][S:2]([O:5][C:6]1[CH:11]=[CH:10][C:9]([C:12]2([C:22]3[CH:27]=[CH:26][CH:25]=[C:24](Br)[CH:23]=3)[C:16]3=[N:17][CH2:18][CH2:19][CH2:20][N:15]3[C:14]([NH2:21])=[N:13]2)=[CH:8][CH:7]=1)(=[O:4])=[O:3].C(=O)([O-])[O-].[K+].[K+].[CH3:35][O:36][C:37]1[CH:38]=[C:39](B(O)O)[CH:40]=[CH:41][CH:42]=1, predict the reaction product. The product is: [CH3:1][S:2]([O:5][C:6]1[CH:11]=[CH:10][C:9]([C:12]2([C:22]3[CH:23]=[C:24]([C:41]4[CH:40]=[CH:39][CH:38]=[C:37]([O:36][CH3:35])[CH:42]=4)[CH:25]=[CH:26][CH:27]=3)[C:16]3=[N:17][CH2:18][CH2:19][CH2:20][N:15]3[C:14]([NH2:21])=[N:13]2)=[CH:8][CH:7]=1)(=[O:4])=[O:3].